Dataset: Full USPTO retrosynthesis dataset with 1.9M reactions from patents (1976-2016). Task: Predict the reactants needed to synthesize the given product. (1) Given the product [C:8]1([C:14]2([CH2:24][N:25]([CH2:26][C:27]3[CH:32]=[C:31]([C:33]([F:34])([F:35])[F:36])[CH:30]=[C:29]([C:37]([F:39])([F:40])[F:38])[CH:28]=3)[C:1](=[O:3])[CH3:2])[CH2:23][CH2:22][C:17]3([O:21][CH2:20][CH2:19][O:18]3)[CH2:16][CH2:15]2)[CH:9]=[CH:10][CH:11]=[CH:12][CH:13]=1, predict the reactants needed to synthesize it. The reactants are: [C:1](OC(=O)C)(=[O:3])[CH3:2].[C:8]1([C:14]2([CH2:24][NH:25][CH2:26][C:27]3[CH:32]=[C:31]([C:33]([F:36])([F:35])[F:34])[CH:30]=[C:29]([C:37]([F:40])([F:39])[F:38])[CH:28]=3)[CH2:23][CH2:22][C:17]3([O:21][CH2:20][CH2:19][O:18]3)[CH2:16][CH2:15]2)[CH:13]=[CH:12][CH:11]=[CH:10][CH:9]=1. (2) Given the product [Cl:1][C:2]1[O:3][C:4]2[CH:10]=[CH:9][C:8]([C:11]([CH2:30][CH3:31])=[C:12]([C:23]3[CH:28]=[CH:27][C:26]([OH:29])=[CH:25][CH:24]=3)[C:13]3[CH:18]=[CH:17][C:16]([O:19][CH2:20][CH2:21][N:32]4[CH2:36][CH2:35][CH2:34][CH2:33]4)=[CH:15][CH:14]=3)=[CH:7][C:5]=2[CH:6]=1, predict the reactants needed to synthesize it. The reactants are: [Cl:1][C:2]1[O:3][C:4]2[CH:10]=[CH:9][C:8]([C:11]([CH2:30][CH3:31])=[C:12]([C:23]3[CH:28]=[CH:27][C:26]([OH:29])=[CH:25][CH:24]=3)[C:13]3[CH:18]=[CH:17][C:16]([O:19][CH2:20][CH2:21]Cl)=[CH:15][CH:14]=3)=[CH:7][C:5]=2[CH:6]=1.[NH:32]1[CH2:36][CH2:35][CH2:34][CH2:33]1. (3) Given the product [NH2:2][CH2:1][C@@H:3]1[CH2:8][CH2:7][CH2:6][CH2:5][C@H:4]1[NH:9][C:10](=[O:16])[O:11][C:12]([CH3:14])([CH3:13])[CH3:15], predict the reactants needed to synthesize it. The reactants are: [C:1]([C@@H:3]1[CH2:8][CH2:7][CH2:6][CH2:5][C@H:4]1[NH:9][C:10](=[O:16])[O:11][C:12]([CH3:15])([CH3:14])[CH3:13])#[N:2]. (4) Given the product [OH:5][CH2:4][C:3]([CH3:7])([CH3:6])[CH2:2][NH:1][C:16]([NH:15][CH2:14][C:13]1[CH:18]=[CH:19][C:10]([O:9][CH3:8])=[CH:11][CH:12]=1)=[O:17], predict the reactants needed to synthesize it. The reactants are: [NH2:1][CH2:2][C:3]([CH3:7])([CH3:6])[CH2:4][OH:5].[CH3:8][O:9][C:10]1[CH:19]=[CH:18][C:13]([CH2:14][N:15]=[C:16]=[O:17])=[CH:12][CH:11]=1. (5) Given the product [Cl:13][C:14]1[C:19]([Cl:20])=[C:18]([I:21])[CH:17]=[CH:16][N:15]=1, predict the reactants needed to synthesize it. The reactants are: O1CCCC1.C(NC(C)C)(C)C.[Cl:13][C:14]1[C:19]([Cl:20])=[CH:18][CH:17]=[CH:16][N:15]=1.[I:21]I. (6) Given the product [C:1]([C:5]1[CH:9]=[C:8]([C:10]([CH3:11])([CH3:13])[CH3:12])[N:7]([CH2:14][C:15]2[CH:16]=[C:17]([CH:34]=[CH:35][C:36]=2[O:37][CH2:38][CH:39]([CH3:41])[CH3:40])[CH2:18][NH:19][C:20]2[CH:25]=[CH:24][C:23]([CH2:26][CH2:27][C:28]([OH:30])=[O:29])=[C:22]([F:33])[CH:21]=2)[N:6]=1)([CH3:2])([CH3:3])[CH3:4], predict the reactants needed to synthesize it. The reactants are: [C:1]([C:5]1[CH:9]=[C:8]([C:10]([CH3:13])([CH3:12])[CH3:11])[N:7]([CH2:14][C:15]2[CH:16]=[C:17]([CH:34]=[CH:35][C:36]=2[O:37][CH2:38][CH:39]([CH3:41])[CH3:40])[CH2:18][NH:19][C:20]2[CH:25]=[CH:24][C:23]([CH2:26][CH2:27][C:28]([O:30]CC)=[O:29])=[C:22]([F:33])[CH:21]=2)[N:6]=1)([CH3:4])([CH3:3])[CH3:2].CO.[OH-].[Na+].Cl.